From a dataset of Full USPTO retrosynthesis dataset with 1.9M reactions from patents (1976-2016). Predict the reactants needed to synthesize the given product. (1) Given the product [F:13][C:8]1[CH:9]=[CH:10][CH:11]=[CH:12][C:7]=1[C:15]1([OH:14])[CH2:16][N:17]([C:19]([O:21][C:22]([CH3:24])([CH3:23])[CH3:25])=[O:20])[CH2:18]1, predict the reactants needed to synthesize it. The reactants are: C([Mg]Cl)(C)C.Br[C:7]1[CH:12]=[CH:11][CH:10]=[CH:9][C:8]=1[F:13].[O:14]=[C:15]1[CH2:18][N:17]([C:19]([O:21][C:22]([CH3:25])([CH3:24])[CH3:23])=[O:20])[CH2:16]1.[Cl-].[NH4+]. (2) Given the product [N+:1]([C:4]1[N:5]([CH2:9][C:10]2[N:14]=[N:13][N:12]([CH2:15][CH2:16][OH:18])[CH:11]=2)[CH:6]=[CH:7][N:8]=1)([O-:3])=[O:2], predict the reactants needed to synthesize it. The reactants are: [N+:1]([C:4]1[N:5]([CH2:9][C:10]#[CH:11])[CH:6]=[CH:7][N:8]=1)([O-:3])=[O:2].[N:12]([CH:15](O)[CH3:16])=[N+:13]=[N-:14].[O:18]=C1O[C@H]([C@H](CO)O)C([O-])=C1O.[Na+]. (3) Given the product [CH3:14][O:1][C:2]12[CH2:3][CH2:4][C:5]([C:10]([O:12][CH3:13])=[O:11])([CH2:8][CH2:9]1)[CH2:6][CH2:7]2, predict the reactants needed to synthesize it. The reactants are: [OH:1][C:2]12[CH2:9][CH2:8][C:5]([C:10]([O:12][CH3:13])=[O:11])([CH2:6][CH2:7]1)[CH2:4][CH2:3]2.[CH2:14]([Li])CCC.IC. (4) Given the product [F:9][C:2]1[C:3](=[O:4])[NH:5][C:6](=[O:7])[N:8]([CH2:10][OH:11])[CH:1]=1, predict the reactants needed to synthesize it. The reactants are: [CH:1]1[NH:8][C:6](=[O:7])[NH:5][C:3](=[O:4])[C:2]=1[F:9].[CH2:10]=[O:11]. (5) The reactants are: C([Mg]Br)C.I[C:6]1[CH:11]=[CH:10][CH:9]=[CH:8][N:7]=1.[F:12][C:13]1[CH:32]=[CH:31][C:16]([C:17]([N:19]2[CH2:24][CH2:23][CH:22]([C:25](=[O:30])N(C)OC)[CH2:21][CH2:20]2)=[O:18])=[CH:15][CH:14]=1. Given the product [F:12][C:13]1[CH:14]=[CH:15][C:16]([C:17]([N:19]2[CH2:20][CH2:21][CH:22]([C:25]([C:6]3[CH:11]=[CH:10][CH:9]=[CH:8][N:7]=3)=[O:30])[CH2:23][CH2:24]2)=[O:18])=[CH:31][CH:32]=1, predict the reactants needed to synthesize it. (6) Given the product [CH:10]1([C:56]2[CH:55]=[CH:39][C:38]([CH:36]([NH:23][C:22]([NH:21][C:12]3[CH:13]=[CH:14][C:15]([O:16][C:17]([F:20])([F:19])[F:18])=[C:10]([CH2:9][OH:8])[CH:11]=3)=[O:52])[C:37]3[CH:51]=[CH:50][C:40]([C:41]([NH:43][CH2:44][C@@H:45]([OH:49])[C:46]([OH:48])=[O:47])=[O:42])=[CH:39][CH:38]=3)=[CH:37][CH:36]=2)[CH2:11][CH2:12][CH2:13][CH2:14][CH2:15]1, predict the reactants needed to synthesize it. The reactants are: [Si]([O:8][CH2:9][C:10]1[CH:11]=[C:12]([NH:21][C:22](=[O:52])[N:23]([CH2:36][C:37]2[CH:51]=[CH:50][C:40]([C:41]([NH:43][CH2:44][C@@H:45]([OH:49])[C:46]([OH:48])=[O:47])=[O:42])=[CH:39][CH:38]=2)C2C=CC(C3CCCCC3)=CC=2)[CH:13]=[CH:14][C:15]=1[O:16][C:17]([F:20])([F:19])[F:18])(C(C)(C)C)(C)C.[F-].[Cs+].[C:55](#N)[CH3:56].O. (7) Given the product [ClH:40].[ClH:40].[NH:24]1[CH2:23][CH2:22][CH:21]([N:11]2[CH2:12][CH2:13][N:14]([C:15](=[O:20])[C:16]([F:19])([F:18])[F:17])[CH:9]([C:7]([N:1]3[CH2:2][CH2:3][O:4][CH2:5][CH2:6]3)=[O:8])[CH2:10]2)[CH2:26][CH2:25]1, predict the reactants needed to synthesize it. The reactants are: [N:1]1([C:7]([CH:9]2[N:14]([C:15](=[O:20])[C:16]([F:19])([F:18])[F:17])[CH2:13][CH2:12][N:11]([CH:21]3[CH2:26][CH2:25][N:24](C(OC(C)(C)C)=O)[CH2:23][CH2:22]3)[CH2:10]2)=[O:8])[CH2:6][CH2:5][O:4][CH2:3][CH2:2]1.C(OCC)(=O)C.[ClH:40].